The task is: Predict the reactants needed to synthesize the given product.. This data is from Full USPTO retrosynthesis dataset with 1.9M reactions from patents (1976-2016). The reactants are: [Br:1][C:2]1[CH:7]=[CH:6][C:5]([C@@H:8]([NH2:10])[CH3:9])=[CH:4][CH:3]=1.[C:11]([OH:14])(=[O:13])C.O[C:16]([C:23]1[CH:28]=[CH:27][CH:26]=[CH:25][CH:24]=1)([CH2:20][O:21][CH3:22])[CH2:17][CH:18]=O. Given the product [Br:1][C:2]1[CH:7]=[CH:6][C:5]([C@@H:8]([N:10]2[CH2:18][CH2:17][C@:16]([CH2:20][O:21][CH3:22])([C:23]3[CH:28]=[CH:27][CH:26]=[CH:25][CH:24]=3)[O:14][C:11]2=[O:13])[CH3:9])=[CH:4][CH:3]=1, predict the reactants needed to synthesize it.